Predict the product of the given reaction. From a dataset of Forward reaction prediction with 1.9M reactions from USPTO patents (1976-2016). Given the reactants [Si]([O:8][CH2:9][C:10]1[CH:11]=[C:12]([CH2:25][CH2:26][C:27]2[CH:28]=[C:29](/[C:33](/[CH2:47][CH3:48])=[CH:34]/[CH:35]=[CH:36]/[C:37]([C:43]([F:46])([F:45])[F:44])([OH:42])[C:38]([F:41])([F:40])[F:39])[CH:30]=[CH:31][CH:32]=2)[CH:13]=[CH:14][C:15]=1[CH2:16][O:17][Si](C(C)(C)C)(C)C)(C(C)(C)C)(C)C.[F-].C([N+](CCCC)(CCCC)CCCC)CCC, predict the reaction product. The product is: [OH:8][CH2:9][C:10]1[CH:11]=[C:12]([CH2:25][CH2:26][C:27]2[CH:28]=[C:29](/[C:33](/[CH2:47][CH3:48])=[CH:34]/[CH:35]=[CH:36]/[C:37]([C:38]([F:39])([F:40])[F:41])([OH:42])[C:43]([F:45])([F:46])[F:44])[CH:30]=[CH:31][CH:32]=2)[CH:13]=[CH:14][C:15]=1[CH2:16][OH:17].